Dataset: Ames mutagenicity test results for genotoxicity prediction. Task: Regression/Classification. Given a drug SMILES string, predict its toxicity properties. Task type varies by dataset: regression for continuous values (e.g., LD50, hERG inhibition percentage) or binary classification for toxic/non-toxic outcomes (e.g., AMES mutagenicity, cardiotoxicity, hepatotoxicity). Dataset: ames. The compound is C=CN=Nc1ccccc1. The result is 1 (mutagenic).